From a dataset of Experimentally validated miRNA-target interactions with 360,000+ pairs, plus equal number of negative samples. Binary Classification. Given a miRNA mature sequence and a target amino acid sequence, predict their likelihood of interaction. (1) The miRNA is hsa-miR-1-3p with sequence UGGAAUGUAAAGAAGUAUGUAU. The protein sequence of the target gene is MRRGRLLEIALGFTVLLASYTSHGADANLEAGNVKETRASRAKRRGGGGHDALKGPNVCGSRYNAYCCPGWKTLPGGNQCIVPICRHSCGDGFCSRPNMCTCPSGQIAPSCGSRSIQHCNIRCMNGGSCSDDHCLCQKGYIGTHCGQPVCESGCLNGGRCVAPNRCACTYGFTGPQCERDYRTGPCFTVISNQMCQGQLSGIVCTKTLCCATVGRAWGHPCEMCPAQPHPCRRGFIPNIRTGACQDVDECQAIPGLCQGGNCINTVGSFECKCPAGHKLNEVSQKCEDIDECSTIPGICE.... Result: 1 (interaction). (2) The miRNA is mmu-miR-344d-3p with sequence GAUAUAACCACUGCCAGACUGA. The protein sequence of the target gene is MKETIQGTGSWGPEPPGPGTTYSNPRRERLRWPLPPKPRLKSGGGFGPDPGSGTTVPTRRLPAPRPSFDASASEEEEEEEEEDEEEVAAWRLPPRWGQLGASQRSRALRPSHRKTCSQRRRRAMRAFQMLLYSKSTSLTFHWKLWGRHRGRRRNLAHPKNHLSPQEGGATPQVPSPCCRFDSPRGLPPPRLGLLGALMAEDGMRGSPPVPSGPPMEEDGLRWTPKSPLDPDSGLLSCTLPNGFGGLSGPEGERSLAPPDASILISNVCSIGDHVAQELFQSSDLGIAEEADRTGEKAGQH.... Result: 1 (interaction).